From a dataset of Reaction yield outcomes from USPTO patents with 853,638 reactions. Predict the reaction yield, written as a fraction of the theoretical maximum amount of product (1.0 means a 100% yield; for example, 0.34 means a 34% yield). (1) The reactants are [F:1][C:2]1[CH:3]=[C:4]([C:9]2[CH2:10][CH2:11][O:12][CH2:13][CH:14]=2)[CH:5]=[C:6]([F:8])[CH:7]=1. The catalyst is CO.[Pd]. The product is [F:1][C:2]1[CH:3]=[C:4]([CH:9]2[CH2:10][CH2:11][O:12][CH2:13][CH2:14]2)[CH:5]=[C:6]([F:8])[CH:7]=1. The yield is 0.710. (2) The reactants are [CH:1]([N:4]1[CH2:9][CH2:8][CH:7]([O:10][C:11]2[CH:19]=[CH:18][C:17]3[N:16]4[C@H:20]([CH3:25])[CH2:21][NH:22][C:23](=[O:24])[C:15]4=[CH:14][C:13]=3[CH:12]=2)[CH2:6][CH2:5]1)([CH3:3])[CH3:2].[H-].[Na+].[C:28]1([S:34](Cl)(=[O:36])=[O:35])[CH:33]=[CH:32][CH:31]=[CH:30][CH:29]=1. No catalyst specified. The product is [C:28]1([S:34]([N:22]2[CH2:21][C@@H:20]([CH3:25])[N:16]3[C:17]4[CH:18]=[CH:19][C:11]([O:10][CH:7]5[CH2:8][CH2:9][N:4]([CH:1]([CH3:3])[CH3:2])[CH2:5][CH2:6]5)=[CH:12][C:13]=4[CH:14]=[C:15]3[C:23]2=[O:24])(=[O:36])=[O:35])[CH:33]=[CH:32][CH:31]=[CH:30][CH:29]=1. The yield is 0.430. (3) The reactants are N([O-])=O.[Na+].[CH2:5]([C:9]1[CH:10]=[C:11]([NH2:15])[CH:12]=[CH:13][CH:14]=1)[CH2:6][CH2:7][CH3:8].O.O.Cl[Sn]Cl.[NH:21](C1C=C(Cl)C=CC=1)N.[C:30](O)(=O)/[C:31](=[C:33](\[CH:35]=[O:36])/[Cl:34])/[Cl:32]. The catalyst is O.Cl. The product is [CH2:5]([C:9]1[CH:10]=[C:11]([N:15]2[C:35](=[O:36])[C:33]([Cl:34])=[C:31]([Cl:32])[CH:30]=[N:21]2)[CH:12]=[CH:13][CH:14]=1)[CH2:6][CH2:7][CH3:8]. The yield is 0.420. (4) The reactants are [CH2:1]([C:3]1[C:8](=[O:9])[NH:7][C:6]([CH3:10])=[C:5]([C:11]2[O:15][C:14]([C:16]([OH:18])=O)=[CH:13][CH:12]=2)[CH:4]=1)[CH3:2].[F:19][C:20]1[CH:21]=[C:22]([CH:25]=[C:26]([F:28])[CH:27]=1)[CH2:23][NH2:24]. No catalyst specified. The product is [F:19][C:20]1[CH:21]=[C:22]([CH:25]=[C:26]([F:28])[CH:27]=1)[CH2:23][NH:24][C:16]([C:14]1[O:15][C:11]([C:5]2[CH:4]=[C:3]([CH2:1][CH3:2])[C:8](=[O:9])[NH:7][C:6]=2[CH3:10])=[CH:12][CH:13]=1)=[O:18]. The yield is 0.910. (5) The catalyst is C(OCC)(=O)C.C1C=CC([P]([Pd]([P](C2C=CC=CC=2)(C2C=CC=CC=2)C2C=CC=CC=2)([P](C2C=CC=CC=2)(C2C=CC=CC=2)C2C=CC=CC=2)[P](C2C=CC=CC=2)(C2C=CC=CC=2)C2C=CC=CC=2)(C2C=CC=CC=2)C2C=CC=CC=2)=CC=1. The product is [O:26]1[CH:30]=[CH:29][C:28]([C:2]2[CH:3]=[C:4]([C:8]3[O:12][N:11]=[C:10]([CH2:13][S:14][C:15]4[N:19]([CH3:20])[C:18]([C:21]5[S:22][CH:23]=[CH:24][CH:25]=5)=[N:17][N:16]=4)[N:9]=3)[CH:5]=[CH:6][CH:7]=2)=[CH:27]1. The yield is 0.570. The reactants are I[C:2]1[CH:3]=[C:4]([C:8]2[O:12][N:11]=[C:10]([CH2:13][S:14][C:15]3[N:19]([CH3:20])[C:18]([C:21]4[S:22][CH:23]=[CH:24][CH:25]=4)=[N:17][N:16]=3)[N:9]=2)[CH:5]=[CH:6][CH:7]=1.[O:26]1[CH:30]=[CH:29][C:28](B(O)O)=[CH:27]1.COCCOC.C(=O)([O-])[O-].[Na+].[Na+].